Dataset: Full USPTO retrosynthesis dataset with 1.9M reactions from patents (1976-2016). Task: Predict the reactants needed to synthesize the given product. (1) Given the product [C:18]([NH:17][C:13]1[CH:12]=[C:11]([CH:8]2[CH2:9][CH2:10][N:5]([CH2:4][CH2:3][C@H:2]([NH:1][C:35]([C:32]3[CH:33]=[CH:34][C:29]([C:38]4[CH:39]=[CH:40][CH:41]=[CH:42][CH:43]=4)=[CH:30][CH:31]=3)=[O:36])[C:23]3[CH:24]=[CH:25][CH:26]=[CH:27][CH:28]=3)[CH2:6][CH2:7]2)[CH:16]=[CH:15][CH:14]=1)(=[O:22])[CH:19]([CH3:21])[CH3:20], predict the reactants needed to synthesize it. The reactants are: [NH2:1][C@H:2]([C:23]1[CH:28]=[CH:27][CH:26]=[CH:25][CH:24]=1)[CH2:3][CH2:4][N:5]1[CH2:10][CH2:9][CH:8]([C:11]2[CH:12]=[C:13]([NH:17][C:18](=[O:22])[CH:19]([CH3:21])[CH3:20])[CH:14]=[CH:15][CH:16]=2)[CH2:7][CH2:6]1.[C:29]1([C:38]2[CH:43]=[CH:42][CH:41]=[CH:40][CH:39]=2)[CH:34]=[CH:33][C:32]([C:35](Cl)=[O:36])=[CH:31][CH:30]=1. (2) The reactants are: [NH:1]1[CH:5]=[C:4]([CH2:6][C:7]([O:9][CH3:10])=[O:8])[N:3]=[CH:2]1.Cl[C:12]([C:25]1[CH:30]=[CH:29][CH:28]=[CH:27][CH:26]=1)([C:19]1[CH:24]=[CH:23][CH:22]=[CH:21][CH:20]=1)[C:13]1[CH:18]=[CH:17][CH:16]=[CH:15][CH:14]=1.CCN(CC)CC. Given the product [C:13]1([C:12]([C:19]2[CH:20]=[CH:21][CH:22]=[CH:23][CH:24]=2)([C:25]2[CH:26]=[CH:27][CH:28]=[CH:29][CH:30]=2)[N:1]2[CH:5]=[C:4]([CH2:6][C:7]([O:9][CH3:10])=[O:8])[N:3]=[CH:2]2)[CH:14]=[CH:15][CH:16]=[CH:17][CH:18]=1, predict the reactants needed to synthesize it. (3) Given the product [CH:10]([NH:13][C:2]1[CH:7]=[CH:6][C:5]([C:8]#[N:9])=[CH:4][N:3]=1)([CH3:12])[CH3:11], predict the reactants needed to synthesize it. The reactants are: Br[C:2]1[CH:7]=[CH:6][C:5]([C:8]#[N:9])=[CH:4][N:3]=1.[CH:10]([NH2:13])([CH3:12])[CH3:11]. (4) Given the product [I:8][C:6]1[CH:7]=[C:2]([I:1])[N:3]=[C:4]([NH:9][C@@H:10]([CH3:15])[CH2:11][O:12][CH3:13])[N:5]=1, predict the reactants needed to synthesize it. The reactants are: [I:1][C:2]1[CH:7]=[C:6]([I:8])[N:5]=[C:4]([NH:9][CH2:10][CH2:11][O:12][CH3:13])[N:3]=1.N[C:15]1C(=O)NC2C(N=1)=C(O)C=CC=2.C(=O)([O-])[O-].[Cs+].[Cs+].CN(C=O)C. (5) Given the product [C:22]1([CH:17]([N:4]2[CH2:5][CH2:6][N:1]([C:7]3[CH:8]=[CH:9][C:10]([NH:13][C:14]([C:16]4[CH:21]=[CH:20][CH:19]=[CH:18][C:17]=4[C:22]4[CH:27]=[CH:26][C:25]([C:28]([F:29])([F:31])[F:30])=[CH:24][CH:23]=4)=[O:15])=[CH:11][CH:12]=3)[CH2:2][CH2:3]2)[C:32]([O:35][CH2:16][C:14]([O:42][CH3:41])=[O:15])=[O:34])[CH:27]=[CH:26][CH:25]=[CH:24][CH:23]=1, predict the reactants needed to synthesize it. The reactants are: [N:1]1([C:7]2[CH:12]=[CH:11][C:10]([NH:13][C:14]([C:16]3[C:17]([C:22]4[CH:27]=[CH:26][C:25]([C:28]([F:31])([F:30])[F:29])=[CH:24][CH:23]=4)=[CH:18][CH:19]=[CH:20][CH:21]=3)=[O:15])=[CH:9][CH:8]=2)[CH2:6][CH2:5][NH:4][CH2:3][CH2:2]1.[C:32]([O-:35])([O-:34])=O.[Na+].[Na+].CN([CH:41]=[O:42])C. (6) The reactants are: [C:1]([C:4]1[N:9]=[N:8][C:7]([C:10]([O:12][CH3:13])=[O:11])=[CH:6][CH:5]=1)(=[O:3])[CH3:2].[BH4-].[Na+].C(OCC)(=O)C.O. Given the product [OH:3][CH:1]([C:4]1[N:9]=[N:8][C:7]([C:10]([O:12][CH3:13])=[O:11])=[CH:6][CH:5]=1)[CH3:2], predict the reactants needed to synthesize it.